Dataset: Peptide-MHC class I binding affinity with 185,985 pairs from IEDB/IMGT. Task: Regression. Given a peptide amino acid sequence and an MHC pseudo amino acid sequence, predict their binding affinity value. This is MHC class I binding data. (1) The peptide sequence is MWTLMYFHRR. The MHC is HLA-A33:01 with pseudo-sequence HLA-A33:01. The binding affinity (normalized) is 0.686. (2) The binding affinity (normalized) is 0.605. The MHC is HLA-B07:02 with pseudo-sequence HLA-B07:02. The peptide sequence is YVKQNTLKL.